From a dataset of Experimentally validated miRNA-target interactions with 360,000+ pairs, plus equal number of negative samples. Binary Classification. Given a miRNA mature sequence and a target amino acid sequence, predict their likelihood of interaction. (1) The miRNA is mmu-miR-669m-5p with sequence UGUGUGCAUGUGCAUGUGUGUAU. The protein sequence of the target gene is MSNERVSTGSLGERLMLRTRSTRGSVRETLSKAIRSTLGRASSMERKDMPDRPKYGTALTAMTSTTPPSPKDRSSDSGDGDSPRPRKFSSKECARIYFSNTSSEHSSRSNSSTPRRVRHTTASSGYGSLSHLPPISYRKSSDPLNSLMSQSMYVQSPGMHIDEPKCTSLSQRRLYYEDSSETYIPSSPSLTTLKDFMMTNDDETFDDFDFDNDDVKSVISSASTSRIFSVDNRMSKYQKNQSLRQFLNSPVRLRKRGDTSRRDAVEAGFEPRDTVPRCHSTQSLRDVQRVRSYNNSQFQA.... Result: 0 (no interaction). (2) The miRNA is hsa-miR-3132 with sequence UGGGUAGAGAAGGAGCUCAGAGGA. The protein sequence of the target gene is MPRKKPFSVKQKKKQLQDKRERKRGLQDGLRSSSNSRSGSRERREEQTDTSDGESVTHHIRRLNQQPSQGLGPRGYDPNRYRLHFERDSREEVERRKRAAREQVLQPVSAELLELDIREVYQPGSVLDFPRRPPWSYEMSKEQLMSQEERSFQDYLGKIHGAYSSEKLSYFEHNLETWRQLWRVLEMSDIVLLITDIRHPVVNFPPALYEYVTGELGLALVLVLNKVDLAPPALVVAWKHYFHQHYPQLHVVLFTSFPRDPRTPQDPSSVLKKSRRRGRGWTRALGPEQLLRACEAITVG.... Result: 1 (interaction). (3) The miRNA is hsa-miR-323b-5p with sequence AGGUUGUCCGUGGUGAGUUCGCA. The protein sequence of the target gene is MASSTSLPAPGSRPKKPLGKMADWFRQTLLKKPKKRPNSPESTSSDASQPTSQDSPLPPSLSSVTSPSLPPTHASDSGSSRWSKDYDVCVCHSEEDLVAAQDLVSYLEGSTASLRCFLQLRDATPGGAIVSELCQALSSSHCRVLLITPGFLQDPWCKYQMLQALTEAPGAEGCTIPLLSGLSRAAYPPELRFMYYVDGRGPDGGFRQVKEAVMRYLQTLS. Result: 0 (no interaction). (4) The miRNA is hsa-miR-219b-5p with sequence AGAUGUCCAGCCACAAUUCUCG. The protein sequence of the target gene is MDGLPGRALGAACLLLLVAGWLGPEAWGSPTPPPSPAAPPPPPPPGAPGGSQDTCTSCGGGGGGFRRPEELGRVDGDFLEAVKRHILSRLQLRGRPNITHAVPKAAMVTALRKLHAGKVREDGRVEIPHLDGHASPGADGQERVSEIISFAETDGLASSRVRLYFFVSNEGNQNLFVVQASLWLYLKLLPYVLEKGSRRKVRVKVYFQEQGHGDRWNVVEKKVDLKRSGWHTFPITEAIQALFERGERRLNLDVQCDSCQELAVVPVFVDPGEESHRPFVVVQARLGDSRHRIRKRGLEC.... Result: 0 (no interaction). (5) The miRNA is hsa-miR-548au-3p with sequence UGGCAGUUACUUUUGCACCAG. The protein sequence of the target gene is MSANAAWDDSDSENENVVVEEKPVILPRARQPSIAKSLEKVQILENSVAGSEKNASDDDSDASSVMSDDLESLGETTEVLNFSLEQLSMMKKNLAQFPCSYKNIISEFADVEIFLISIDSLIVECAAHSYHNWDVAGQSMVLNKQIDRFLQQFVDIGGRFKLVVFSDLTTQFAKDTTLSFARSTALAHLANGPHARDLLFFTNPTDPEWDKLLNDLTPSFLMISTDNVTQNVCASQEIDLTKQFETIAFDVLTRSMSVVLLHSIKVNFVSVEAYYIQPLLVVAPDWQAFLAAHWDNNGTL.... Result: 0 (no interaction). (6) The miRNA is hsa-miR-455-3p with sequence GCAGUCCAUGGGCAUAUACAC. The protein sequence of the target gene is MTLTKGSFTYSSGEEYRGEWKEGRRHGFGQLVFADGGTYLGHFENGLFNGFGVLTFSDGSRYEGEFSQGKFNGVGVFIRYDNMTFEGEFKNGRVDGFGLLTFPDGSHGIPRNEGLFENNKLLRREKCSAVVQRAQSASKSARNLTA. Result: 0 (no interaction). (7) The miRNA is hsa-miR-107 with sequence AGCAGCAUUGUACAGGGCUAUCA. The protein sequence of the target gene is MDFDKKGGKGETEEGRRMSKAGGGRSSHGIRSSGTSSGVLMVGPNFRVGKKIGCGNFGELRLGKNLYTNEYVAIKLEPIKSRAPQLHLEYRFYKQLSATEGVPQVYYFGPCGKYNAMVLELLGPSLEDLFDLCDRTFTLKTVLMIAIQLITRMEYVHTKSLIYRDVKPENFLVGRPGTKRQHAIHIIDFGLAKEYIDPETKKHIPYREHKSLTGTARYMSINTHLGKEQSRRDDLEALGHMFMYFLRGSLPWQGLKADTLKERYQKIGDTKRATPIEVLCENFPEEMATYLRYVRRLDFF.... Result: 1 (interaction). (8) Result: 1 (interaction). The miRNA is hsa-let-7b-5p with sequence UGAGGUAGUAGGUUGUGUGGUU. The protein sequence of the target gene is MGRIGISCLFPASWHFSISPVGCPRILNTNLRQIMVISVLAAAVSLLYFSVVIIRNKYGRLTRDKKFQRYLARVTDIEATDTNNPNVNYGIVVDCGSSGSRVFVYCWPRHNGNPHDLLDIRQMRDKNRKPVVMKIKPGISEFATSPEKVSDYISPLLNFAAEHVPRAKHKETPLYILCTAGMRILPESQQKAILEDLLTDIPVHFDFLFSDSHAEVISGKQEGVYAWIGINFVLGRFEHIEDDDEAVVEVNIPGSESSEAIVRKRTAGILDMGGVSTQIAYEVPKTVSFASSQQEEVAKN.... (9) Result: 0 (no interaction). The protein sequence of the target gene is MFLMNAPPVVALQSRWEAFGQPRSFCLPDCFSEAKEDGSRASVSARVQMLISTLQRDEAALGMGHERLTQRGQRAERSRDTRLAPKPAVCKEQPEFPARGLVANCSALEKDEAGRRSPLELDSDSDDSVDRDIEEAIQEYLKARGGASEPMSQGAPSIPEPAHSSTLPIPCPSQLTPGSGSVPVGASEDQGSTSPASMSSEDSFEQSIRAEIEQFLNEKRQHENPKCDGFVDKKSDPNNSPARLRGNRETSARAALMGTCKEFIFRKPPRLTKMSTQQRNFQPKPTTEPETPVSTKLTAH.... The miRNA is hsa-miR-7850-5p with sequence GUUUGGACAUAGUGUGGCUGG. (10) The miRNA is hsa-miR-3934-5p with sequence UCAGGUGUGGAAACUGAGGCAG. The protein sequence of the target gene is MAPAGRPGAKKGILERLESGEVVIGDGSFLITLEKRGYVKAGLWTPEAVIEHPDAVRQLHMEFLRAGSNVMQTFTFSASEDNMESKWEDVNAAACDLAREVAGKGDALVAGGICQTSIYKYQKDEARIKKLFRQQLEVFAWKNVDFLIAEYFEHVEEAVWAVEVLKESDRPVAVTMCIGPEGDMHDITPGECAVRLVKAGASIVGVNCRFGPDTSLKTMELMKEGLEWAGLKAHLMVQPLGFHAPDCGKEGFVDLPEYPFGLESRVATRWDIQKYAREAYNLGVRYIGGCCGFEPYHIRA.... Result: 1 (interaction).